From a dataset of Catalyst prediction with 721,799 reactions and 888 catalyst types from USPTO. Predict which catalyst facilitates the given reaction. (1) Reactant: [C:1]([N:8]1[CH2:12][C@@H:11]([N:13]=[N+:14]=[N-:15])[CH2:10][C@H:9]1[C:16]([OH:18])=O)([O:3][C:4]([CH3:7])([CH3:6])[CH3:5])=[O:2].C[CH2:20][N:21](C(C)C)[CH:22](C)C.CNC.C1COCC1.C1C=CC2N(O)N=NC=2C=1.C(Cl)CCl. Product: [C:1]([N:8]1[CH2:12][C@@H:11]([N:13]=[N+:14]=[N-:15])[CH2:10][C@H:9]1[C:16]([N:21]([CH3:22])[CH3:20])=[O:18])([O:3][C:4]([CH3:5])([CH3:6])[CH3:7])=[O:2]. The catalyst class is: 3. (2) Reactant: [C:1]([O:5][C:6]([N:8]1[CH2:13][CH2:12][CH:11]([CH:14]=[C:15](Br)Br)[CH2:10][CH2:9]1)=[O:7])([CH3:4])([CH3:3])[CH3:2].C([Li])CCC.[CH2:23]([Sn:27](Cl)([CH2:32][CH2:33][CH2:34][CH3:35])[CH2:28][CH2:29][CH2:30][CH3:31])[CH2:24][CH2:25][CH3:26].C(OCC)(=O)C. Product: [C:1]([O:5][C:6]([N:8]1[CH2:13][CH2:12][CH:11]([C:14]#[C:15][Sn:27]([CH2:28][CH2:29][CH2:30][CH3:31])([CH2:32][CH2:33][CH2:34][CH3:35])[CH2:23][CH2:24][CH2:25][CH3:26])[CH2:10][CH2:9]1)=[O:7])([CH3:4])([CH3:3])[CH3:2]. The catalyst class is: 1.